From a dataset of Forward reaction prediction with 1.9M reactions from USPTO patents (1976-2016). Predict the product of the given reaction. (1) Given the reactants [CH2:1]([O:8][C:9]1[C:34]([O:35][CH3:36])=[CH:33][C:12]2[CH:13]3[N:18]([CH:19]([C:21]([CH3:26])([CH3:25])[CH2:22][O:23][CH3:24])[CH2:20][C:11]=2[CH:10]=1)[CH:17]=[C:16]([C:27]([O:29][CH2:30][CH3:31])=[O:28])[C:15](=[O:32])[CH2:14]3)[C:2]1[CH:7]=[CH:6][CH:5]=[CH:4][CH:3]=1.C1(Cl)C(=O)C(Cl)=C(Cl)C(=O)C=1Cl, predict the reaction product. The product is: [CH2:1]([O:8][C:9]1[C:34]([O:35][CH3:36])=[CH:33][C:12]2[C:13]3[N:18]([CH:19]([C:21]([CH3:25])([CH3:26])[CH2:22][O:23][CH3:24])[CH2:20][C:11]=2[CH:10]=1)[CH:17]=[C:16]([C:27]([O:29][CH2:30][CH3:31])=[O:28])[C:15](=[O:32])[CH:14]=3)[C:2]1[CH:7]=[CH:6][CH:5]=[CH:4][CH:3]=1. (2) Given the reactants Br[C:2]1[CH:21]=[CH:20][C:5]([CH2:6][CH:7]2[CH2:12][CH2:11]C[N:9]([CH:13]3[CH2:18][CH2:17][CH2:16][CH2:15][CH2:14]3)[C:8]2=[O:19])=[C:4]([Cl:22])[CH:3]=1.[NH2:23][C:24]1[CH:29]=[CH:28][CH:27]=[CH:26][CH:25]=1, predict the reaction product. The product is: [Cl:22][C:4]1[CH:3]=[C:2]([NH:23][C:24]2[CH:29]=[CH:28][CH:27]=[CH:26][CH:25]=2)[CH:21]=[CH:20][C:5]=1[CH2:6][CH:7]1[CH2:12][CH2:11][N:9]([CH:13]2[CH2:14][CH2:15][CH2:16][CH2:17][CH2:18]2)[C:8]1=[O:19]. (3) Given the reactants [OH:1][C@@H:2]1[CH:6]([OH:7])[CH:5]([CH2:8][OH:9])[O:4][C@H:3]1[N:10]1[C:14]2[N:15]=[CH:16][N:17]=[C:18]([NH:19][CH2:20][CH2:21][CH:22]([CH3:24])[CH3:23])[C:13]=2[C:12]([C:25]#[N:26])=[CH:11]1.[Li+].C[Si]([N-][Si](C)(C)C)(C)C.[P:37](Cl)(Cl)(=[O:59])[O:38][CH2:39][CH2:40][CH2:41][O:42][CH2:43][CH2:44][CH2:45][CH2:46][CH2:47][CH2:48][CH2:49][CH2:50][CH2:51][CH2:52][CH2:53][CH2:54][CH2:55][CH2:56][CH2:57][CH3:58].C1C[O:65]CC1, predict the reaction product. The product is: [P:37]([OH:59])([O:38][CH2:39][CH2:40][CH2:41][O:42][CH2:43][CH2:44][CH2:45][CH2:46][CH2:47][CH2:48][CH2:49][CH2:50][CH2:51][CH2:52][CH2:53][CH2:54][CH2:55][CH2:56][CH2:57][CH3:58])([O:9][CH2:8][CH:5]1[CH:6]([OH:7])[C@@H:2]([OH:1])[C@H:3]([N:10]2[C:14]3[N:15]=[CH:16][N:17]=[C:18]([NH:19][CH2:20][CH2:21][CH:22]([CH3:23])[CH3:24])[C:13]=3[C:12]([C:25]#[N:26])=[CH:11]2)[O:4]1)=[O:65]. (4) Given the reactants [C:1]([C@@H:4]1[CH2:8][N:7]([C:9]2[CH:14]=[CH:13][N:12]3[N:15]=[CH:16][C:17]([C:18]([N:20](CC4C=CC(OC)=CC=4)CC4C=CC(OC)=CC=4)=[O:19])=[C:11]3[CH:10]=2)[C@@H:6]([C:39]2[CH:44]=[CH:43][CH:42]=[C:41]([F:45])[CH:40]=2)[CH2:5]1)(=[O:3])[NH2:2], predict the reaction product. The product is: [C:1]([C@@H:4]1[CH2:8][N:7]([C:9]2[CH:14]=[CH:13][N:12]3[N:15]=[CH:16][C:17]([C:18]([NH2:20])=[O:19])=[C:11]3[CH:10]=2)[C@@H:6]([C:39]2[CH:44]=[CH:43][CH:42]=[C:41]([F:45])[CH:40]=2)[CH2:5]1)(=[O:3])[NH2:2]. (5) Given the reactants Br[C:2]1[CH:7]=[CH:6][C:5]([C:8]2([C:14]3[CH:19]=[CH:18][C:17]([Cl:20])=[CH:16][CH:15]=3)[CH2:13][CH2:12][NH:11][CH2:10][CH2:9]2)=[CH:4][CH:3]=1.CC1(C)C(C)(C)OB([C:29]2[CH:30]=[N:31][NH:32][CH:33]=2)O1, predict the reaction product. The product is: [Cl:20][C:17]1[CH:18]=[CH:19][C:14]([C:8]2([C:5]3[CH:6]=[CH:7][C:2]([C:29]4[CH:30]=[N:31][NH:32][CH:33]=4)=[CH:3][CH:4]=3)[CH2:13][CH2:12][NH:11][CH2:10][CH2:9]2)=[CH:15][CH:16]=1. (6) Given the reactants C([O:8][C:9]([C@:11]12[CH2:18][CH2:17][C@@:14]([CH:19]=[CH:20][C:21]([O:23][CH3:24])=[O:22])([CH2:15][CH2:16]1)[CH2:13][CH2:12]2)=[O:10])C1C=CC=CC=1, predict the reaction product. The product is: [CH3:24][O:23][C:21]([CH2:20][CH2:19][C:14]12[CH2:15][CH2:16][C:11]([C:9]([OH:10])=[O:8])([CH2:18][CH2:17]1)[CH2:12][CH2:13]2)=[O:22]. (7) Given the reactants [CH2:1]([O:3][C:4](=[O:20])[CH:5]([C:11]1[CH:16]=[C:15]([NH2:17])[C:14](Br)=[CH:13][C:12]=1[Cl:19])[C:6]([O:8][CH2:9][CH3:10])=[O:7])[CH3:2].[C:21](=O)([O-])[O-].[K+].[K+].CB1OB(C)OB(C)O1, predict the reaction product. The product is: [CH2:1]([O:3][C:4](=[O:20])[CH:5]([C:11]1[CH:16]=[C:15]([NH2:17])[C:14]([CH3:21])=[CH:13][C:12]=1[Cl:19])[C:6]([O:8][CH2:9][CH3:10])=[O:7])[CH3:2].